Dataset: Catalyst prediction with 721,799 reactions and 888 catalyst types from USPTO. Task: Predict which catalyst facilitates the given reaction. (1) Reactant: [C:1]1([CH:7]([C:18]2[CH:23]=[CH:22][CH:21]=[CH:20][CH:19]=2)[N:8]2[CH2:13][CH2:12][N:11]([CH2:14][CH2:15][CH2:16]Cl)[CH2:10][CH2:9]2)[CH:6]=[CH:5][CH:4]=[CH:3][CH:2]=1.[Cl:24][C:25]1[CH:30]=[CH:29][C:28]([C:31]2([OH:37])[CH2:36][CH2:35][NH:34][CH2:33][CH2:32]2)=[CH:27][CH:26]=1. Product: [C:18]1([CH:7]([C:1]2[CH:6]=[CH:5][CH:4]=[CH:3][CH:2]=2)[N:8]2[CH2:13][CH2:12][N:11]([CH2:14][CH2:15][CH2:16][N:34]3[CH2:33][CH2:32][C:31]([C:28]4[CH:29]=[CH:30][C:25]([Cl:24])=[CH:26][CH:27]=4)([OH:37])[CH2:36][CH2:35]3)[CH2:10][CH2:9]2)[CH:19]=[CH:20][CH:21]=[CH:22][CH:23]=1. The catalyst class is: 3. (2) Reactant: C([O:3][C:4](=O)[CH2:5][C:6]1[CH:10]=[CH:9][O:8][C:7]=1[CH3:11])C.[H-].[Al+3].[Li+].[H-].[H-].[H-]. Product: [CH3:11][C:7]1[O:8][CH:9]=[CH:10][C:6]=1[CH2:5][CH2:4][OH:3]. The catalyst class is: 7. (3) Reactant: CS(O[CH2:6][C:7]1[C:26]([O:27][CH:28]([CH3:30])[CH3:29])=[CH:25][C:10]2[C:11]([C:21](=[O:24])[NH:22][CH3:23])=[C:12]([C:14]3[CH:19]=[CH:18][C:17]([F:20])=[CH:16][CH:15]=3)[O:13][C:9]=2[CH:8]=1)(=O)=O.[CH3:31][S:32]([O-:34])=[O:33].[Na+]. Product: [F:20][C:17]1[CH:18]=[CH:19][C:14]([C:12]2[O:13][C:9]3[CH:8]=[C:7]([CH2:6][S:32]([CH3:31])(=[O:34])=[O:33])[C:26]([O:27][CH:28]([CH3:29])[CH3:30])=[CH:25][C:10]=3[C:11]=2[C:21]([NH:22][CH3:23])=[O:24])=[CH:15][CH:16]=1. The catalyst class is: 3. (4) The catalyst class is: 310. Product: [CH3:7][O:8][C:9]1[CH:14]=[CH:13][C:12]([CH2:15][NH:16]/[CH:3]=[CH:2]/[C:1]([O:5][CH3:6])=[O:4])=[CH:11][CH:10]=1. Reactant: [C:1]([O:5][CH3:6])(=[O:4])[CH:2]=[CH2:3].[CH3:7][O:8][C:9]1[CH:14]=[CH:13][C:12]([CH2:15][NH2:16])=[CH:11][CH:10]=1. (5) Reactant: C[Si](C)(C)[N-][Si](C)(C)C.[Li+].[CH3:11][O:12][C:13]([CH:15]1[CH2:20][CH2:19][O:18][CH2:17][CH2:16]1)=[O:14].[Cl:21][CH2:22][CH2:23][CH2:24]I. Product: [CH3:11][O:12][C:13]([C:15]1([CH2:24][CH2:23][CH2:22][Cl:21])[CH2:20][CH2:19][O:18][CH2:17][CH2:16]1)=[O:14]. The catalyst class is: 305. (6) Reactant: [CH3:1][N:2]([CH2:10][CH2:11][NH:12][CH3:13])[C:3](=[O:9])[O:4][C:5]([CH3:8])([CH3:7])[CH3:6].F[C:15]1[C:20]([N+:21]([O-:23])=[O:22])=[CH:19][C:18]([NH:24][C:25]2[N:30]=[C:29]([C:31]3[C:39]4[C:34](=[CH:35][CH:36]=[CH:37][CH:38]=4)[N:33]([CH3:40])[CH:32]=3)[CH:28]=[CH:27][N:26]=2)=[C:17]([O:41][CH3:42])[CH:16]=1.CCN(C(C)C)C(C)C. Product: [CH3:42][O:41][C:17]1[C:18]([NH:24][C:25]2[N:30]=[C:29]([C:31]3[C:39]4[C:34](=[CH:35][CH:36]=[CH:37][CH:38]=4)[N:33]([CH3:40])[CH:32]=3)[CH:28]=[CH:27][N:26]=2)=[CH:19][C:20]([N+:21]([O-:23])=[O:22])=[C:15]([N:12]([CH3:13])[CH2:11][CH2:10][N:2]([CH3:1])[C:3](=[O:9])[O:4][C:5]([CH3:6])([CH3:7])[CH3:8])[CH:16]=1. The catalyst class is: 474.